From a dataset of Forward reaction prediction with 1.9M reactions from USPTO patents (1976-2016). Predict the product of the given reaction. (1) Given the reactants [OH:1][C:2]1[CH:11]=[C:10]([CH3:12])[C:9]2[C:4](=[CH:5][CH:6]=[CH:7][CH:8]=2)[C:3]=1[CH:13]=[O:14].CS(O[C@H:20]1[CH2:25][CH2:24][C@@H:23]([C:26]([CH3:29])([CH3:28])[CH3:27])[CH2:22][CH2:21]1)(=O)=O.C([O-])([O-])=O.[Cs+].[Cs+], predict the reaction product. The product is: [C:26]([C@@H:23]1[CH2:24][CH2:25][C@H:20]([O:1][C:2]2[CH:11]=[C:10]([CH3:12])[C:9]3[C:4](=[CH:5][CH:6]=[CH:7][CH:8]=3)[C:3]=2[CH:13]=[O:14])[CH2:21][CH2:22]1)([CH3:29])([CH3:28])[CH3:27]. (2) Given the reactants [NH:1]1[C:9]2[C:4](=CC=CC=2)[CH:3]=[CH:2]1.C([N:17]1[C:29]2[C:28]([OH:30])=[C:27]3[N:31](C(OC(C)(C)C)=O)[C:32]4[CH:33]=[CH:34][C:35]([Cl:38])=[CH:36][C:37]=4[C:26]3=[CH:25][C:24]=2[C:23]2[C:18]1=[CH:19][CH:20]=[C:21]([Cl:46])[CH:22]=2)(OC(C)(C)C)=O.O[C@@H]1CCN(C(OC(C)(C)C)=O)C1, predict the reaction product. The product is: [Cl:38][C:35]1[CH:36]=[C:37]2[C:32](=[CH:33][CH:34]=1)[NH:31][C:27]1[C:28]([O:30][C@@H:3]3[CH2:4][CH2:9][NH:1][CH2:2]3)=[C:29]3[NH:17][C:18]4[CH:19]=[CH:20][C:21]([Cl:46])=[CH:22][C:23]=4[C:24]3=[CH:25][C:26]2=1. (3) Given the reactants [CH:1]([O:4][C:5]([N:7]1[CH2:12][CH2:11][CH:10]([CH2:13][O:14][C:15]2[CH:20]=[CH:19][C:18]([C:21]3[CH:26]=[CH:25][C:24]([CH2:27][C@H:28]([NH:38]C(OC(C)(C)C)=O)[C:29]([N:31]4[CH2:35][CH2:34][CH2:33][C@H:32]4[C:36]#[N:37])=[O:30])=[CH:23][CH:22]=3)=[CH:17][CH:16]=2)[CH2:9][CH2:8]1)=[O:6])([CH3:3])[CH3:2].C(O)(C(F)(F)F)=O.C(Cl)[Cl:54], predict the reaction product. The product is: [ClH:54].[CH:1]([O:4][C:5]([N:7]1[CH2:12][CH2:11][CH:10]([CH2:13][O:14][C:15]2[CH:20]=[CH:19][C:18]([C:21]3[CH:22]=[CH:23][C:24]([CH2:27][C@H:28]([NH2:38])[C:29]([N:31]4[CH2:35][CH2:34][CH2:33][C@H:32]4[C:36]#[N:37])=[O:30])=[CH:25][CH:26]=3)=[CH:17][CH:16]=2)[CH2:9][CH2:8]1)=[O:6])([CH3:3])[CH3:2]. (4) Given the reactants CN(C)/[CH:3]=[CH:4]/[C:5]([C:7]1[C:15]2[C:10](=[N:11][CH:12]=[CH:13][C:14]=2[N:16]([CH3:25])[CH2:17][CH2:18][C:19]2[CH:24]=[CH:23][CH:22]=[CH:21][CH:20]=2)[N:9](S(C2C=CC=CC=2)(=O)=O)[CH:8]=1)=O.Cl.[NH2:37][C:38]([NH2:40])=[NH:39].C(=O)([O-])[O-].[K+].[K+], predict the reaction product. The product is: [NH2:39][C:38]1[N:40]=[C:5]([C:7]2[C:15]3[C:14]([N:16]([CH3:25])[CH2:17][CH2:18][C:19]4[CH:24]=[CH:23][CH:22]=[CH:21][CH:20]=4)=[CH:13][CH:12]=[N:11][C:10]=3[NH:9][CH:8]=2)[CH:4]=[CH:3][N:37]=1. (5) Given the reactants [CH2:1]([O:8][C:9]([NH:11][C:12]1[C:13]([CH3:47])=[C:14]([C:18]2[C:30]3[C:29]4[C:24](=[CH:25][C:26]([N:31]5[CH2:35][CH2:34][CH:33]([O:36][Si:37]([C:40]([CH3:43])([CH3:42])[CH3:41])([CH3:39])[CH3:38])[CH2:32]5)=[CH:27][CH:28]=4)[NH:23][C:22]=3[C:21]([C:44](O)=[O:45])=[N:20][CH:19]=2)[CH:15]=[CH:16][CH:17]=1)=[O:10])[C:2]1[CH:7]=[CH:6][CH:5]=[CH:4][CH:3]=1.[Cl-].[NH4+].F[P-](F)(F)(F)(F)F.[N:57]1(O[P+](N(C)C)(N(C)C)N(C)C)C2C=CC=CC=2N=N1.CCN(C(C)C)C(C)C.CN1CCOCC1, predict the reaction product. The product is: [Si:37]([O:36][CH:33]1[CH2:34][CH2:35][N:31]([C:26]2[CH:25]=[C:24]3[C:29]([C:30]4[C:18]([C:14]5[C:13]([CH3:47])=[C:12]([NH:11][C:9](=[O:10])[O:8][CH2:1][C:2]6[CH:3]=[CH:4][CH:5]=[CH:6][CH:7]=6)[CH:17]=[CH:16][CH:15]=5)=[CH:19][N:20]=[C:21]([C:44](=[O:45])[NH2:57])[C:22]=4[NH:23]3)=[CH:28][CH:27]=2)[CH2:32]1)([C:40]([CH3:43])([CH3:41])[CH3:42])([CH3:39])[CH3:38]. (6) Given the reactants [Cl:1][C:2]1[CH:3]=[CH:4][C:5]([C:8]([OH:10])=O)=[N:6][CH:7]=1.[NH2:11][C:12]1[CH:13]=[CH:14][C:15]([F:31])=[C:16]([C@@:18]2([CH3:30])[N:26]=[C:25]([NH2:27])[C:21]3([CH2:24][CH2:23][CH2:22]3)[S:20](=[O:29])(=[O:28])[CH2:19]2)[CH:17]=1, predict the reaction product. The product is: [NH2:27][C:25]1[C:21]2([CH2:24][CH2:23][CH2:22]2)[S:20](=[O:28])(=[O:29])[CH2:19][C@:18]([C:16]2[CH:17]=[C:12]([NH:11][C:8]([C:5]3[CH:4]=[CH:3][C:2]([Cl:1])=[CH:7][N:6]=3)=[O:10])[CH:13]=[CH:14][C:15]=2[F:31])([CH3:30])[N:26]=1.